From a dataset of Reaction yield outcomes from USPTO patents with 853,638 reactions. Predict the reaction yield, written as a fraction of the theoretical maximum amount of product (1.0 means a 100% yield; for example, 0.34 means a 34% yield). The yield is 1.00. The reactants are [OH:1][C:2]1[CH:3]=[C:4]([CH:9]=[CH:10][C:11]=1[I:12])[C:5]([O:7][CH3:8])=[O:6].[CH2:13](Br)[CH:14]=[CH2:15].[H-].[Na+]. The catalyst is CN(C=O)C.O. The product is [CH2:15]([O:1][C:2]1[CH:3]=[C:4]([CH:9]=[CH:10][C:11]=1[I:12])[C:5]([O:7][CH3:8])=[O:6])[CH:14]=[CH2:13].